Task: Predict the reaction yield, written as a fraction of the theoretical maximum amount of product (1.0 means a 100% yield; for example, 0.34 means a 34% yield).. Dataset: Reaction yield outcomes from USPTO patents with 853,638 reactions (1) The reactants are [Cl:1][C:2]1[C:6]([Cl:7])=[C:5]([CH3:8])[NH:4][C:3]=1[C:9]([NH:11][CH:12]1[CH2:17][CH2:16][C:15]([C:18]2[CH:19]=[CH:20][CH:21]=[C:22]([CH:26]=2)[C:23]([OH:25])=O)=[CH:14][CH2:13]1)=[O:10].Cl.[CH3:28][O:29][NH2:30].C1C=CC2N(O)N=NC=2C=1.CN1CCOCC1.C(Cl)CCl. The catalyst is C(Cl)Cl. The product is [Cl:1][C:2]1[C:6]([Cl:7])=[C:5]([CH3:8])[NH:4][C:3]=1[C:9]([NH:11][CH:12]1[CH2:17][CH2:16][C:15]([C:18]2[CH:19]=[CH:20][CH:21]=[C:22]([C:23]([NH:30][O:29][CH3:28])=[O:25])[CH:26]=2)=[CH:14][CH2:13]1)=[O:10]. The yield is 0.480. (2) The reactants are [C@@H:1]1([N:10]2[CH:17]=[CH:16][C:14](=[O:15])[NH:13][C:11]2=[O:12])[O:9][C@H:6]([CH2:7][OH:8])[C@@H:4]([OH:5])[C@H:2]1[OH:3].C(O[C:22](=[O:24])[CH3:23])(=O)C. The catalyst is N1C=CC=CC=1. The product is [C:2]([O:3][C@@H:2]1[C@H:4]([O:5][C:4](=[O:5])[CH3:6])[C@@H:6]([CH2:7][O:8][C:22](=[O:24])[CH3:23])[O:9][C@H:1]1[N:10]1[CH:17]=[CH:16][C:14](=[O:15])[NH:13][C:11]1=[O:12])(=[O:3])[CH3:1]. The yield is 0.790. (3) The reactants are C[Al](C)C.[CH3:5][NH:6][CH2:7][C:8]1[CH:13]=[CH:12][CH:11]=[CH:10][CH:9]=1.[Br:14][C:15]1[CH:16]=[C:17]([C:23]2[O:27][N:26]=[C:25]([C:28]([O:30]C)=O)[CH:24]=2)[CH:18]=[C:19]([Br:22])[C:20]=1[OH:21].O. The catalyst is CCCCCC.C(Cl)(Cl)Cl. The product is [CH2:7]([N:6]([CH3:5])[C:28]([C:25]1[CH:24]=[C:23]([C:17]2[CH:18]=[C:19]([Br:22])[C:20]([OH:21])=[C:15]([Br:14])[CH:16]=2)[O:27][N:26]=1)=[O:30])[C:8]1[CH:13]=[CH:12][CH:11]=[CH:10][CH:9]=1. The yield is 0.460. (4) The reactants are [CH3:1][N:2]([CH3:28])[C:3]([C:5]1[N:20]([CH:21]2[CH2:26][CH2:25][C:24](=[O:27])[CH2:23][CH2:22]2)[C:8]2[N:9]=[C:10]([NH:13][C:14]3[CH:19]=[CH:18][CH:17]=[CH:16][N:15]=3)[N:11]=[CH:12][C:7]=2[CH:6]=1)=[O:4].O.[C:30](=O)(O)[O-].[Na+]. The catalyst is C1COCC1.C[Mg]I. The product is [CH3:1][N:2]([CH3:28])[C:3]([C:5]1[N:20]([CH:21]2[CH2:26][CH2:25][C:24]([OH:27])([CH3:30])[CH2:23][CH2:22]2)[C:8]2[N:9]=[C:10]([NH:13][C:14]3[CH:19]=[CH:18][CH:17]=[CH:16][N:15]=3)[N:11]=[CH:12][C:7]=2[CH:6]=1)=[O:4]. The yield is 0.0400.